Dataset: Reaction yield outcomes from USPTO patents with 853,638 reactions. Task: Predict the reaction yield, written as a fraction of the theoretical maximum amount of product (1.0 means a 100% yield; for example, 0.34 means a 34% yield). (1) The catalyst is C(#N)C. The reactants are [CH2:1]([C@H:4]1[CH2:9][CH2:8][CH2:7][O:6][CH2:5]1)[CH:2]=C.[OH2:10]. The product is [O:6]1[CH2:7][CH2:8][CH2:9][C@H:4]([CH2:1][CH:2]=[O:10])[CH2:5]1. The yield is 0.600. (2) The reactants are C1CCN(C(/N=N/C(N2CCCCC2)=O)=O)CC1.C(P(CCCC)CCCC)CCC.[C:32]([O:36][C:37](=[O:46])[NH:38][C:39]1[CH:44]=[CH:43][CH:42]=[C:41]([OH:45])[CH:40]=1)([CH3:35])([CH3:34])[CH3:33].[CH2:47]([O:54][C:55]([N:57]1[CH2:62][CH2:61][CH:60](O)[CH2:59][CH2:58]1)=[O:56])[C:48]1[CH:53]=[CH:52][CH:51]=[CH:50][CH:49]=1. The catalyst is C1COCC1. The product is [CH2:47]([O:54][C:55]([N:57]1[CH2:62][CH2:61][CH:60]([O:45][C:41]2[CH:42]=[CH:43][CH:44]=[C:39]([NH:38][C:37]([O:36][C:32]([CH3:35])([CH3:33])[CH3:34])=[O:46])[CH:40]=2)[CH2:59][CH2:58]1)=[O:56])[C:48]1[CH:49]=[CH:50][CH:51]=[CH:52][CH:53]=1. The yield is 0.579. (3) The reactants are [CH3:1][C:2]1([CH3:15])[CH2:13][C:12]2[CH:11]=[C:10]3[N:5]([CH2:6][CH2:7][NH:8][C:9]3=[O:14])[C:4]=2[CH2:3]1.[C:16]([O:19][CH2:20][C:21]1[C:26]([Br:27])=[CH:25][C:24]([F:28])=[CH:23][C:22]=1Br)(=[O:18])[CH3:17].C(=O)([O-])[O-].[Cs+].[Cs+].CC1(C)C2C(=C(P(C3C=CC=CC=3)C3C=CC=CC=3)C=CC=2)OC2C(P(C3C=CC=CC=3)C3C=CC=CC=3)=CC=CC1=2. The catalyst is O1CCOCC1.[Pd].[Pd].C(=CC(C=CC1C=CC=CC=1)=O)C1C=CC=CC=1.C(=CC(C=CC1C=CC=CC=1)=O)C1C=CC=CC=1.C(=CC(C=CC1C=CC=CC=1)=O)C1C=CC=CC=1.C(OCC)(=O)C.O. The product is [C:16]([O:19][CH2:20][C:21]1[C:22]([N:8]2[CH2:7][CH2:6][N:5]3[C:10](=[CH:11][C:12]4[CH2:13][C:2]([CH3:15])([CH3:1])[CH2:3][C:4]=43)[C:9]2=[O:14])=[CH:23][C:24]([F:28])=[CH:25][C:26]=1[Br:27])(=[O:18])[CH3:17]. The yield is 0.560. (4) The reactants are [Br:1][C:2]1[C:11]2[C:6](=[CH:7][CH:8]=[CH:9][CH:10]=2)[C:5]([C:12](=[O:16])[CH:13]=[N+]=[N-])=[CH:4][CH:3]=1.[BrH:17].C([O-])(O)=O.[Na+]. The catalyst is C(OCC)(=O)C. The product is [Br:17][CH2:13][C:12]([C:5]1[C:6]2[C:11](=[CH:10][CH:9]=[CH:8][CH:7]=2)[C:2]([Br:1])=[CH:3][CH:4]=1)=[O:16]. The yield is 0.510. (5) The reactants are [CH3:1][C:2]1[CH:7]=[CH:6][N:5]=[CH:4][C:3]=1[N:8]1[CH2:12][CH2:11][NH:10][C:9]1=[O:13].I[C:15]1[CH:23]=[CH:22][C:18]2[N:19]=[CH:20][S:21][C:17]=2[CH:16]=1.N[C@@H]1CCCC[C@H]1N.C(=O)([O-])[O-].[K+].[K+]. The catalyst is [Cu](I)I.O1CCOCC1. The product is [S:21]1[C:17]2[CH:16]=[C:15]([N:10]3[CH2:11][CH2:12][N:8]([C:3]4[CH:4]=[N:5][CH:6]=[CH:7][C:2]=4[CH3:1])[C:9]3=[O:13])[CH:23]=[CH:22][C:18]=2[N:19]=[CH:20]1. The yield is 0.496. (6) The reactants are [CH3:1][O-:2].[Na+].[Cl:4][C:5]1[CH:6]=[C:7](F)[C:8]([O:11][CH:12]2[CH2:17][CH2:16][N:15]([S:18]([C:21]3[C:22]([CH3:28])=[N:23][N:24]([CH3:27])[C:25]=3[CH3:26])(=[O:20])=[O:19])[CH2:14][CH2:13]2)=[N:9][CH:10]=1. The catalyst is CO. The product is [Cl:4][C:5]1[CH:6]=[C:7]([O:2][CH3:1])[C:8]([O:11][CH:12]2[CH2:17][CH2:16][N:15]([S:18]([C:21]3[C:22]([CH3:28])=[N:23][N:24]([CH3:27])[C:25]=3[CH3:26])(=[O:20])=[O:19])[CH2:14][CH2:13]2)=[N:9][CH:10]=1. The yield is 0.550. (7) The reactants are COC1C=CC(C[N:10]2[CH:14]=[C:13]([C:15]3[CH:20]=[CH:19][N:18]=[C:17]4[NH:21][CH:22]=[CH:23][C:16]=34)[C:12]([C:24]3[CH:29]=[CH:28][C:27]([N+:30]([O-:32])=[O:31])=[CH:26][CH:25]=3)=[N:11]2)=CC=1. The catalyst is FC(F)(F)C(O)=O.O. The product is [N+:30]([C:27]1[CH:26]=[CH:25][C:24]([C:12]2[C:13]([C:15]3[CH:20]=[CH:19][N:18]=[C:17]4[NH:21][CH:22]=[CH:23][C:16]=34)=[CH:14][NH:10][N:11]=2)=[CH:29][CH:28]=1)([O-:32])=[O:31]. The yield is 0.640. (8) The reactants are [C:1]([O:5][C:6]([N:8]([C:16]1[CH:21]=[CH:20][N:19]=[C:18](Cl)[N:17]=1)[C:9](=[O:15])[O:10][C:11]([CH3:14])([CH3:13])[CH3:12])=[O:7])([CH3:4])([CH3:3])[CH3:2].CC1(C)C(C)(C)OB([C:31]2[CH:32]=[N:33][NH:34][CH:35]=2)O1.C(=O)([O-])[O-].[Na+].[Na+]. The catalyst is CC(P(C(C)(C)C)C1C=CC(N(C)C)=CC=1)(C)C.CC(P(C(C)(C)C)C1C=CC(N(C)C)=CC=1)(C)C.Cl[Pd]Cl.C(#N)C. The product is [C:1]([O:5][C:6]([N:8]([C:16]1[CH:21]=[CH:20][N:19]=[C:18]([C:31]2[CH:32]=[N:33][NH:34][CH:35]=2)[N:17]=1)[C:9](=[O:15])[O:10][C:11]([CH3:14])([CH3:13])[CH3:12])=[O:7])([CH3:4])([CH3:3])[CH3:2]. The yield is 0.220.